From a dataset of Forward reaction prediction with 1.9M reactions from USPTO patents (1976-2016). Predict the product of the given reaction. (1) Given the reactants C[O:2][C:3](=[O:32])[C:4]([C:30]#[N:31])=[CH:5][C:6]1[CH:11]=[CH:10][C:9]([OH:12])=[CH:8][C:7]=1[C:13](=[O:29])[NH:14][C:15]1[CH:20]=[C:19]([C:21]([F:24])([F:23])[F:22])[CH:18]=[C:17]([C:25]([F:28])([F:27])[F:26])[CH:16]=1.[OH-].[Na+].Cl, predict the reaction product. The product is: [F:22][C:21]([F:23])([F:24])[C:19]1[CH:20]=[C:15]([NH:14][C:13]([C:7]2[CH:8]=[C:9]([OH:12])[CH:10]=[CH:11][C:6]=2[CH:5]=[C:4]([C:30]#[N:31])[C:3]([OH:32])=[O:2])=[O:29])[CH:16]=[C:17]([C:25]([F:27])([F:28])[F:26])[CH:18]=1. (2) Given the reactants [CH3:1][C:2]([CH3:21])([CH3:20])[C:3]([N:5]1[CH2:10][CH2:9][C:8]([CH2:17][CH2:18][OH:19])([C:11]2[CH:16]=[CH:15][CH:14]=[CH:13][CH:12]=2)[O:7][CH2:6]1)=[O:4].CS(C)=O.C(N(C(C)C)CC)(C)C, predict the reaction product. The product is: [CH3:1][C:2]([CH3:21])([CH3:20])[C:3]([N:5]1[CH2:10][CH2:9][C:8]([CH2:17][CH:18]=[O:19])([C:11]2[CH:16]=[CH:15][CH:14]=[CH:13][CH:12]=2)[O:7][CH2:6]1)=[O:4]. (3) Given the reactants [OH-].[Li+].C[N:4]([C:9](=[O:30])[C:10]1[CH:15]=[C:14]([Cl:16])[C:13]([O:17][C:18]2[CH:23]=[C:22]([CH:24]([CH3:26])[CH3:25])[C:21]([OH:27])=[C:20]([Br:28])[CH:19]=2)=[C:12]([Cl:29])[CH:11]=1)[CH2:5][C:6]([OH:8])=[O:7].Cl, predict the reaction product. The product is: [Cl:16][C:14]1[CH:15]=[C:10]([CH:11]=[C:12]([Cl:29])[C:13]=1[O:17][C:18]1[CH:23]=[C:22]([CH:24]([CH3:26])[CH3:25])[C:21]([OH:27])=[C:20]([Br:28])[CH:19]=1)[C:9]([NH:4][CH2:5][C:6]([OH:8])=[O:7])=[O:30]. (4) Given the reactants C([O:8][C:9]1[CH:10]=[C:11]([C:17]2[O:18][CH:19]=[C:20]([CH2:22][CH:23]([C:28]([C:30]3[C:35]([CH3:36])=[CH:34][CH:33]=[CH:32][N:31]=3)=[O:29])C(OC)=O)[N:21]=2)[CH:12]=[CH:13][C:14]=1[O:15][CH3:16])C1C=CC=CC=1.Cl, predict the reaction product. The product is: [OH:8][C:9]1[CH:10]=[C:11]([C:17]2[O:18][CH:19]=[C:20]([CH2:22][CH2:23][C:28]([C:30]3[C:35]([CH3:36])=[CH:34][CH:33]=[CH:32][N:31]=3)=[O:29])[N:21]=2)[CH:12]=[CH:13][C:14]=1[O:15][CH3:16]. (5) Given the reactants [N:1]1([C:7]2[C:8]([C:15]([F:18])([F:17])[F:16])=[C:9]([CH:12]=[CH:13][CH:14]=2)[C:10]#[N:11])[CH2:6][CH2:5][NH:4][CH2:3][CH2:2]1.[C:19](=O)([O-])[O-].[K+].[K+].Cl.[C:26](#N)[CH3:27], predict the reaction product. The product is: [CH2:19]([N:4]1[CH2:5][CH2:6][N:1]([C:7]2[C:8]([C:15]([F:16])([F:18])[F:17])=[C:9]([CH:12]=[CH:13][CH:14]=2)[C:10]#[N:11])[CH2:2][CH2:3]1)[CH2:26][CH3:27].